This data is from Reaction yield outcomes from USPTO patents with 853,638 reactions. The task is: Predict the reaction yield, written as a fraction of the theoretical maximum amount of product (1.0 means a 100% yield; for example, 0.34 means a 34% yield). (1) The reactants are [N:1]12[CH2:8][CH2:7][C:4]([C:9]([C:17]3[CH:22]=[CH:21][CH:20]=[CH:19][CH:18]=3)([C:11]3[CH:16]=[CH:15][CH:14]=[CH:13][CH:12]=3)[OH:10])([CH2:5][CH2:6]1)[CH2:3][CH2:2]2.[Br:23][CH2:24][CH2:25][CH2:26][CH2:27][CH:28]=[CH2:29]. The catalyst is CC#N. The product is [Br-:23].[CH2:29]([N+:1]12[CH2:6][CH2:5][C:4]([C:9]([OH:10])([C:17]3[CH:22]=[CH:21][CH:20]=[CH:19][CH:18]=3)[C:11]3[CH:12]=[CH:13][CH:14]=[CH:15][CH:16]=3)([CH2:3][CH2:2]1)[CH2:7][CH2:8]2)[CH2:28][CH2:27][CH2:26][CH:25]=[CH2:24]. The yield is 0.671. (2) The yield is 1.00. The catalyst is ClCCl. The product is [Si:17]([O:6][CH2:1][CH2:2][C@@H:3]([OH:5])[CH3:4])([C:20]([CH3:23])([CH3:22])[CH3:21])([CH3:19])[CH3:18]. The reactants are [CH2:1]([OH:6])[CH2:2][C@@H:3]([OH:5])[CH3:4].N1C=CN=C1.CN(C)C=O.[Si:17](Cl)([C:20]([CH3:23])([CH3:22])[CH3:21])([CH3:19])[CH3:18]. (3) The reactants are [N:1]1[N:9]2[C:4]([CH2:5][O:6][CH2:7][CH2:8]2)=[CH:3][C:2]=1[CH2:10][OH:11]. The catalyst is ClC(Cl)C.[O-2].[O-2].[Mn+4]. The product is [N:1]1[N:9]2[C:4]([CH2:5][O:6][CH2:7][CH2:8]2)=[CH:3][C:2]=1[CH:10]=[O:11]. The yield is 0.860. (4) The reactants are [CH:1]1([CH2:4][N:5]([CH2:24][CH2:25][CH3:26])[C:6]2[N:11]=[CH:10][N:9]=[C:8]([C:12]([NH:14][C:15]3[CH:20]=[CH:19][C:18]([CH:21]=O)=[CH:17][C:16]=3[CH3:23])=[O:13])[CH:7]=2)[CH2:3][CH2:2]1.[NH:27]1[CH2:32][CH2:31][O:30][CH2:29][CH2:28]1.C(O[BH-](OC(=O)C)OC(=O)C)(=O)C. The catalyst is C(Cl)Cl. The product is [CH:1]1([CH2:4][N:5]([CH2:24][CH2:25][CH3:26])[C:6]2[N:11]=[CH:10][N:9]=[C:8]([C:12]([NH:14][C:15]3[CH:20]=[CH:19][C:18]([CH2:21][N:27]4[CH2:32][CH2:31][O:30][CH2:29][CH2:28]4)=[CH:17][C:16]=3[CH3:23])=[O:13])[CH:7]=2)[CH2:3][CH2:2]1. The yield is 0.920. (5) The reactants are [CH2:1]([C:5]1[N:6]=[C:7]([SH:27])[NH:8][C:9](=[O:26])[C:10]=1[CH2:11][C:12]1[CH:17]=[CH:16][C:15]([C:18]2[C:19]([C:24]#[N:25])=[CH:20][CH:21]=[CH:22][CH:23]=2)=[CH:14][CH:13]=1)[CH2:2][CH2:3][CH3:4].[CH3:28]I.[OH-].[K+].CO. The catalyst is C(OCC)(=O)C. The product is [CH2:1]([C:5]1[N:6]=[C:7]([S:27][CH3:28])[NH:8][C:9](=[O:26])[C:10]=1[CH2:11][C:12]1[CH:17]=[CH:16][C:15]([C:18]2[C:19]([C:24]#[N:25])=[CH:20][CH:21]=[CH:22][CH:23]=2)=[CH:14][CH:13]=1)[CH2:2][CH2:3][CH3:4]. The yield is 0.950.